This data is from Catalyst prediction with 721,799 reactions and 888 catalyst types from USPTO. The task is: Predict which catalyst facilitates the given reaction. (1) Reactant: [OH:1][CH:2]1[CH2:7][CH2:6][N:5]([C:8]([O:10][C:11]([CH3:14])([CH3:13])[CH3:12])=[O:9])[CH2:4][CH2:3]1.[H-].[Na+].Cl[C:18]1[CH:23]=[CH:22][N:21]=[CH:20][C:19]=1[N+:24]([O-:26])=[O:25]. Product: [N+:24]([C:19]1[CH:20]=[N:21][CH:22]=[CH:23][C:18]=1[O:1][CH:2]1[CH2:3][CH2:4][N:5]([C:8]([O:10][C:11]([CH3:14])([CH3:13])[CH3:12])=[O:9])[CH2:6][CH2:7]1)([O-:26])=[O:25]. The catalyst class is: 3. (2) Reactant: [CH3:1][CH:2]1[CH2:7][CH2:6][N:5]([C:8]([C:10]2[N:11]=[C:12]([C:35]([NH:37][NH:38][C:39](=[O:43])[C:40]([NH2:42])=[O:41])=O)[S:13][C:14]=2[C:15]2[C:24]3[C:19](=[CH:20][CH:21]=[CH:22][CH:23]=3)[C:18]([S:25](=[O:34])(=[O:33])[NH:26][C@@H:27]([CH3:32])[C:28]([F:31])([F:30])[F:29])=[CH:17][CH:16]=2)=[O:9])[CH2:4][CH2:3]1.CC1C=CC(S(Cl)(=O)=O)=CC=1.O. Product: [CH3:1][CH:2]1[CH2:3][CH2:4][N:5]([C:8]([C:10]2[N:11]=[C:12]([C:35]3[O:43][C:39]([C:40]([NH2:42])=[O:41])=[N:38][N:37]=3)[S:13][C:14]=2[C:15]2[C:24]3[C:19](=[CH:20][CH:21]=[CH:22][CH:23]=3)[C:18]([S:25](=[O:33])(=[O:34])[NH:26][C@@H:27]([CH3:32])[C:28]([F:30])([F:29])[F:31])=[CH:17][CH:16]=2)=[O:9])[CH2:6][CH2:7]1. The catalyst class is: 2. (3) Reactant: C(NC(C)C)(C)C.C([Li])(=O)CCC.CCCCCC.[N:20]1([C:31]([O:33][C:34]([CH3:37])([CH3:36])[CH3:35])=[O:32])[CH2:25][CH2:24][CH:23]([C:26]([O:28][CH2:29][CH3:30])=[O:27])[CH2:22][CH2:21]1.Br[CH2:39][CH2:40][CH2:41][O:42][CH2:43][C:44]1[CH:49]=[CH:48][CH:47]=[CH:46][CH:45]=1.Cl. Product: [CH2:43]([O:42][CH2:41][CH2:40][CH2:39][C:23]1([C:26]([O:28][CH2:29][CH3:30])=[O:27])[CH2:22][CH2:21][N:20]([C:31]([O:33][C:34]([CH3:36])([CH3:35])[CH3:37])=[O:32])[CH2:25][CH2:24]1)[C:44]1[CH:49]=[CH:48][CH:47]=[CH:46][CH:45]=1. The catalyst class is: 30. (4) Reactant: Cl.[C:2](=[O:5])([O-])O.[Na+].C[CH2:8][CH2:9][CH2:10][CH2:11][CH3:12].[C:13]([O:16][CH2:17]C)(=O)C. Product: [CH2:13]1[C:10]2([CH2:9][CH2:8][C:2](=[O:5])[CH2:12][CH2:11]2)[CH2:17][O:16]1. The catalyst class is: 1. (5) Reactant: [NH2:1][C@H:2]1[C:11]2[C:6](=[CH:7][CH:8]=[C:9]([O:12][CH3:13])[CH:10]=2)[N:5]([C:14](=[O:16])[CH3:15])[C@@H:4]([CH3:17])[C@@H:3]1[CH3:18].Br[C:20]1[CH:25]=[CH:24][CH:23]=[CH:22][CH:21]=1.CN(C1C(C2C(P(C3CCCCC3)C3CCCCC3)=CC=CC=2)=CC=CC=1)C.CC(C)([O-])C.[Na+]. Product: [CH3:13][O:12][C:9]1[CH:10]=[C:11]2[C:6](=[CH:7][CH:8]=1)[N:5]([C:14](=[O:16])[CH3:15])[C@@H:4]([CH3:17])[C@H:3]([CH3:18])[C@H:2]2[NH:1][C:20]1[CH:25]=[CH:24][CH:23]=[CH:22][CH:21]=1. The catalyst class is: 62.